From a dataset of Forward reaction prediction with 1.9M reactions from USPTO patents (1976-2016). Predict the product of the given reaction. Given the reactants [F:1][C:2]1[CH:36]=[N:35][C:5]2[N:6]([C:28]3[CH:33]=[CH:32][CH:31]=[C:30](I)[CH:29]=3)[C:7](=[O:27])[N:8]([C@@H:11]3[CH2:16][CH2:15][C@H:14]([NH:17][C:18]([C:20]4[CH:24]=[C:23]([CH3:25])[N:22]([CH3:26])[N:21]=4)=[O:19])[CH2:13][CH2:12]3)[C:9](=[O:10])[C:4]=2[CH:3]=1.[CH:37]([C:39]1[CH:44]=[CH:43][C:42](B(O)O)=[CH:41][CH:40]=1)=[O:38], predict the reaction product. The product is: [F:1][C:2]1[CH:36]=[N:35][C:5]2[N:6]([C:28]3[CH:29]=[C:30]([C:42]4[CH:43]=[CH:44][C:39]([CH:37]=[O:38])=[CH:40][CH:41]=4)[CH:31]=[CH:32][CH:33]=3)[C:7](=[O:27])[N:8]([C@@H:11]3[CH2:16][CH2:15][C@H:14]([NH:17][C:18]([C:20]4[CH:24]=[C:23]([CH3:25])[N:22]([CH3:26])[N:21]=4)=[O:19])[CH2:13][CH2:12]3)[C:9](=[O:10])[C:4]=2[CH:3]=1.